Dataset: Reaction yield outcomes from USPTO patents with 853,638 reactions. Task: Predict the reaction yield, written as a fraction of the theoretical maximum amount of product (1.0 means a 100% yield; for example, 0.34 means a 34% yield). The reactants are CC(C)(C)CC(Cl)=O.NC1C=CC(OC)=NC=1.C(OCC)C.Cl.C[O:25][C:26]1[N:31]=[CH:30][C:29]([NH:32][C:33](=[O:39])[CH2:34][C:35]([CH3:38])([CH3:37])[CH3:36])=[CH:28][CH:27]=1. The catalyst is O1CCCC1.CO. The product is [OH:25][C:26]1[N:31]=[CH:30][C:29]([NH:32][C:33](=[O:39])[CH2:34][C:35]([CH3:37])([CH3:36])[CH3:38])=[CH:28][CH:27]=1. The yield is 0.350.